Dataset: Forward reaction prediction with 1.9M reactions from USPTO patents (1976-2016). Task: Predict the product of the given reaction. Given the reactants [NH2:1][C@H:2]1[CH2:6][CH2:5][N:4]([C@H:7]2[CH2:12][CH2:11][N:10]([CH:13]([CH3:15])[CH3:14])[CH2:9][C@H:8]2[C:16]([O:18][CH3:19])=[O:17])[C:3]1=[O:20].Cl[C:22]1[C:31]2[C:26](=[CH:27][CH:28]=[C:29]([C:32]([F:35])([F:34])[F:33])[CH:30]=2)[N:25]=[CH:24][N:23]=1.C(N(CC)CC)C, predict the reaction product. The product is: [CH:13]([N:10]1[CH2:11][CH2:12][C@H:7]([N:4]2[CH2:5][CH2:6][C@H:2]([NH:1][C:22]3[C:31]4[C:26](=[CH:27][CH:28]=[C:29]([C:32]([F:34])([F:35])[F:33])[CH:30]=4)[N:25]=[CH:24][N:23]=3)[C:3]2=[O:20])[C@H:8]([C:16]([O:18][CH3:19])=[O:17])[CH2:9]1)([CH3:14])[CH3:15].